Dataset: Forward reaction prediction with 1.9M reactions from USPTO patents (1976-2016). Task: Predict the product of the given reaction. (1) Given the reactants C(O)COCCOCCOCCOCCOCCO.[CH2:20]([CH:23]1[CH:49]=[C:48]([CH3:50])[CH2:47][CH:46]([CH3:51])[CH2:45][CH:44]([O:52][CH3:53])[CH:43]2[O:54][C:39]([OH:58])([CH:40]([CH3:57])[CH2:41][CH:42]2[O:55][CH3:56])[C:38](=[O:59])[C:37](=[O:60])[N:36]2[CH:31]([CH2:32][CH2:33][CH2:34][CH2:35]2)[C:30](=[O:61])[O:29][CH:28]([C:62]([CH3:84])=[CH:63][CH:64]2[CH2:69][CH2:68][CH:67]([O:70]C(=O)CCCCCCC(O)=O)[CH:66]([O:82][CH3:83])[CH2:65]2)[CH:27]([CH3:85])[CH:26]([OH:86])[CH2:25][C:24]1=[O:87])[CH:21]=[CH2:22].CCN=C=NCCCN(C)C.Cl.C1C=CC2N(O)N=NC=2C=1.C(O)(=O)C, predict the reaction product. The product is: [CH3:51][C@H:46]1[CH2:47][C:48]([CH3:50])=[CH:49][C@@H:23]([CH2:20][CH:21]=[CH2:22])[C:24](=[O:87])[CH2:25][C@H:26]([OH:86])[C@@H:27]([CH3:85])[C@@H:28](/[C:62](/[CH3:84])=[CH:63]/[C@H:64]2[CH2:65][C@@H:66]([O:82][CH3:83])[C@H:67]([OH:70])[CH2:68][CH2:69]2)[O:29][C:30](=[O:61])[C@H:31]2[N:36]([CH2:35][CH2:34][CH2:33][CH2:32]2)[C:37](=[O:60])[C:38](=[O:59])[C@:39]2([OH:58])[O:54][C@@H:43]([C@@H:42]([O:55][CH3:56])[CH2:41][C@H:40]2[CH3:57])[C@@H:44]([O:52][CH3:53])[CH2:45]1. (2) Given the reactants [CH3:1][O:2][C:3](=[O:20])[C:4]1[CH:9]=[C:8]([I:10])[C:7]([CH2:11]O)=[CH:6][C:5]=1[C:13]1[CH:18]=[CH:17][CH:16]=[CH:15][C:14]=1[CH3:19].C(Br)(Br)(Br)[Br:22].C1(P(C2C=CC=CC=2)C2C=CC=CC=2)C=CC=CC=1, predict the reaction product. The product is: [CH3:1][O:2][C:3](=[O:20])[C:4]1[CH:9]=[C:8]([I:10])[C:7]([CH2:11][Br:22])=[CH:6][C:5]=1[C:13]1[CH:18]=[CH:17][CH:16]=[CH:15][C:14]=1[CH3:19]. (3) Given the reactants O=[CH:2][CH2:3][CH2:4][C:5]([O:7][CH3:8])=[O:6].[CH3:9][C:10]([S:13]([NH2:15])=[O:14])([CH3:12])[CH3:11], predict the reaction product. The product is: [C:10]([S:13]([N:15]=[CH:2][CH2:3][CH2:4][C:5]([O:7][CH3:8])=[O:6])=[O:14])([CH3:12])([CH3:11])[CH3:9]. (4) Given the reactants [CH2:1]([O:4][C:5](=[O:14])[CH2:6][C:7]1[CH:12]=[CH:11][CH:10]=[C:9]([OH:13])[CH:8]=1)[CH:2]=[CH2:3].[F:15][C:16]([F:41])([F:40])[C:17]1[CH:18]=[CH:19][C:20]([O:23][C:24]2[CH:29]=[CH:28][C:27]([O:30][C:31]([N:33]3[CH2:38][CH2:37][CH:36](O)[CH2:35][CH2:34]3)=[O:32])=[CH:26][CH:25]=2)=[N:21][CH:22]=1, predict the reaction product. The product is: [F:41][C:16]([F:15])([F:40])[C:17]1[CH:18]=[CH:19][C:20]([O:23][C:24]2[CH:25]=[CH:26][C:27]([O:30][C:31]([N:33]3[CH2:38][CH2:37][CH:36]([O:13][C:9]4[CH:10]=[CH:11][CH:12]=[C:7]([CH2:6][C:5]([O:4][CH2:1][CH:2]=[CH2:3])=[O:14])[CH:8]=4)[CH2:35][CH2:34]3)=[O:32])=[CH:28][CH:29]=2)=[N:21][CH:22]=1. (5) The product is: [CH:22](=[O:21])[CH2:23][CH2:24][CH2:25][CH2:26][CH2:27][CH2:28][CH2:29][CH2:30][CH2:31]/[CH:32]=[CH:33]\[CH:34]=[CH:35]/[CH2:36][CH3:37]. Given the reactants B.C(N(CC)C1C=CC=CC=1)C.C1CCCCC=1.C([O:21][CH:22](OCC)[CH2:23][CH2:24][CH2:25][CH2:26][CH2:27][CH2:28][CH2:29][CH2:30][CH2:31][C:32]#[C:33][C:34]#[C:35][CH2:36][CH3:37])C.C(O)(=O)C.[OH-].[Na+].OO.C(O)(=O)C(O)=O, predict the reaction product. (6) Given the reactants [F:1][C:2]1[CH:3]=[N:4][CH:5]=[CH:6][C:7]=1[C:8]1[CH:9]=[C:10]2[N:22]=[C:21]([NH:23]C(=O)OCC)[NH:20][C:11]2=[N:12][C:13]=1[C:14]1[CH:15]=[N:16][CH:17]=[CH:18][CH:19]=1.[OH-].[K+], predict the reaction product. The product is: [F:1][C:2]1[CH:3]=[N:4][CH:5]=[CH:6][C:7]=1[C:8]1[CH:9]=[C:10]2[N:22]=[C:21]([NH2:23])[NH:20][C:11]2=[N:12][C:13]=1[C:14]1[CH:15]=[N:16][CH:17]=[CH:18][CH:19]=1. (7) The product is: [Cl:20][C:21]1[C:22]2[C:29]([I:30])=[CH:28][N:27]([CH2:50][CH2:49][C@@H:48]([NH:51][C:52](=[O:58])[O:53][C:54]([CH3:57])([CH3:56])[CH3:55])[CH:47]=[CH2:46])[C:23]=2[N:24]=[CH:25][N:26]=1. Given the reactants C1(P(C2C=CC=CC=2)C2C=CC=CC=2)C=CC=CC=1.[Cl:20][C:21]1[C:22]2[C:29]([I:30])=[CH:28][NH:27][C:23]=2[N:24]=[CH:25][N:26]=1.N(C(OC(C)C)=O)=NC(OC(C)C)=O.O[CH2:46][CH2:47][C@@H:48]([NH:51][C:52](=[O:58])[O:53][C:54]([CH3:57])([CH3:56])[CH3:55])[CH:49]=[CH2:50], predict the reaction product. (8) Given the reactants [Si]([O:8][CH:9]1[C:13]2=[CH:14][C:15]3[CH:16]=[C:17]([C:21]4[NH:26][C:25](=[O:27])[C:24]([C:28]([O:30][CH3:31])=[O:29])=[C:23]([OH:32])[C:22]=4[CH2:33][CH3:34])[CH:18]=[CH:19][C:20]=3[N:12]2[CH2:11][CH2:10]1)(C(C)(C)C)(C)C.CCCC[N+](CCCC)(CCCC)CCCC.[F-], predict the reaction product. The product is: [CH2:33]([C:22]1[C:23]([OH:32])=[C:24]([C:28]([O:30][CH3:31])=[O:29])[C:25](=[O:27])[NH:26][C:21]=1[C:17]1[CH:18]=[CH:19][C:20]2[N:12]3[CH2:11][CH2:10][CH:9]([OH:8])[C:13]3=[CH:14][C:15]=2[CH:16]=1)[CH3:34]. (9) Given the reactants [C:1]([C:5]1[CH:10]=[CH:9][C:8]([CH:11]=[N:12][O:13][CH2:14][CH2:15][O:16][C:17]2[CH:25]=[CH:24][C:20]([C:21]([OH:23])=[O:22])=[C:19]([OH:26])[CH:18]=2)=[CH:7][CH:6]=1)([CH3:4])([CH3:3])[CH3:2].[F:27][C:28]([F:38])([F:37])[C:29]1[CH:36]=[CH:35][C:32]([CH2:33]Br)=[CH:31][CH:30]=1, predict the reaction product. The product is: [C:1]([C:5]1[CH:10]=[CH:9][C:8]([CH:11]=[N:12][O:13][CH2:14][CH2:15][O:16][C:17]2[CH:25]=[CH:24][C:20]([C:21]([OH:23])=[O:22])=[C:19]([O:26][CH2:33][C:32]3[CH:31]=[CH:30][C:29]([C:28]([F:27])([F:37])[F:38])=[CH:36][CH:35]=3)[CH:18]=2)=[CH:7][CH:6]=1)([CH3:4])([CH3:2])[CH3:3]. (10) Given the reactants [Cl:1][C:2]1[CH:7]=[CH:6][C:5]([NH:8][C:9](=[O:15])[O:10][C:11]([CH3:14])([CH3:13])[CH3:12])=[CH:4][C:3]=1[CH3:16].C([Li])(C)(C)C.[C:22](OCC)(=[O:28])[C:23]([O:25][CH2:26][CH3:27])=[O:24].[NH4+].[Cl-], predict the reaction product. The product is: [C:11]([O:10][C:9]([NH:8][C:5]1[CH:4]=[C:3]([CH3:16])[C:2]([Cl:1])=[CH:7][C:6]=1[C:22](=[O:28])[C:23]([O:25][CH2:26][CH3:27])=[O:24])=[O:15])([CH3:12])([CH3:13])[CH3:14].